The task is: Predict the product of the given reaction.. This data is from Forward reaction prediction with 1.9M reactions from USPTO patents (1976-2016). Given the reactants [CH2:1]([O:5][C:6]1[CH:11]=[CH:10][C:9]([S:12]([N:15]([CH2:26][C:27]2[CH:32]=[CH:31][C:30]([N:33]3[CH:37]=[N:36][CH:35]=[N:34]3)=[CH:29][CH:28]=2)[CH2:16][C:17]([NH:19][O:20]C(OC)(C)C)=[O:18])(=[O:14])=[O:13])=[CH:8][CH:7]=1)[CH2:2][CH:3]=[CH2:4].[ClH:38], predict the reaction product. The product is: [ClH:38].[CH2:1]([O:5][C:6]1[CH:11]=[CH:10][C:9]([S:12]([N:15]([CH2:26][C:27]2[CH:28]=[CH:29][C:30]([N:33]3[CH:37]=[N:36][CH:35]=[N:34]3)=[CH:31][CH:32]=2)[CH2:16][C:17]([NH:19][OH:20])=[O:18])(=[O:14])=[O:13])=[CH:8][CH:7]=1)[CH2:2][CH:3]=[CH2:4].